From a dataset of Catalyst prediction with 721,799 reactions and 888 catalyst types from USPTO. Predict which catalyst facilitates the given reaction. Reactant: FC(F)(F)C(O)=O.[Cl:8][C:9]1[CH:18]=[C:17]2[C:12]([C:13](=[O:35])[CH:14]=[C:15]([C:19]([NH:21][CH:22]3[CH2:27][CH2:26][N:25](C(OC(C)(C)C)=O)[CH2:24][CH2:23]3)=[O:20])[O:16]2)=[CH:11][CH:10]=1. Product: [Cl:8][C:9]1[CH:18]=[C:17]2[C:12]([C:13](=[O:35])[CH:14]=[C:15]([C:19]([NH:21][CH:22]3[CH2:27][CH2:26][NH:25][CH2:24][CH2:23]3)=[O:20])[O:16]2)=[CH:11][CH:10]=1. The catalyst class is: 4.